From a dataset of Catalyst prediction with 721,799 reactions and 888 catalyst types from USPTO. Predict which catalyst facilitates the given reaction. (1) Reactant: [NH2:1][C:2]12[C:20](=[O:21])[C:19]3[C:14](=[C:15]([N+:22]([O-:24])=[O:23])[CH:16]=[CH:17][CH:18]=3)[C:3]1([OH:25])[O:4][C:5]1[CH:10]=[C:9]([CH:11]([CH3:13])[CH3:12])[CH:8]=[CH:7][C:6]=12.CN(C=O)C.CN(C(ON1N=NC2C=CC=NC1=2)=[N+](C)C)C.F[P-](F)(F)(F)(F)F.CCN(C(C)C)C(C)C.[O:64]=[C:65]([C:69]1[CH:74]=[C:73]([O:75][CH3:76])[C:72]([O:77][CH3:78])=[C:71]([O:79][CH3:80])[CH:70]=1)[C:66](O)=[O:67]. Product: [OH:25][C:3]12[C:14]3[C:19](=[CH:18][CH:17]=[CH:16][C:15]=3[N+:22]([O-:24])=[O:23])[C:20](=[O:21])[C:2]1([NH:1][C:66](=[O:67])[C:65](=[O:64])[C:69]1[CH:70]=[C:71]([O:79][CH3:80])[C:72]([O:77][CH3:78])=[C:73]([O:75][CH3:76])[CH:74]=1)[C:6]1[CH:7]=[CH:8][C:9]([CH:11]([CH3:12])[CH3:13])=[CH:10][C:5]=1[O:4]2. The catalyst class is: 2. (2) Reactant: [C:1]1([CH:7]2[N:12]3[C:13](=[O:19])[NH:14][C:15]4=[CH:16][CH:17]=[CH:18][C:10](=[C:11]34)[O:9][CH2:8]2)[CH:6]=[CH:5][CH:4]=[CH:3][CH:2]=1.[Br:20]N1C(=O)CCC1=O. Product: [Br:20][C:18]1[C:10]2[O:9][CH2:8][CH:7]([C:1]3[CH:2]=[CH:3][CH:4]=[CH:5][CH:6]=3)[N:12]3[C:13](=[O:19])[NH:14][C:15]([C:11]=23)=[CH:16][CH:17]=1. The catalyst class is: 52. (3) Reactant: [CH3:1][N:2]1[CH:6]=[C:5]([C:7]2[S:15][C:14]3[C:13]([C:16]4[CH2:17][CH2:18][NH:19][CH2:20][CH:21]=4)=[N:12][CH:11]=[N:10][C:9]=3[CH:8]=2)[C:4]([CH3:22])=[N:3]1.[N:23]([C@H:26]([C:28]1[CH:33]=[CH:32][CH:31]=[C:30]([O:34][CH3:35])[CH:29]=1)[CH3:27])=[C:24]=[O:25].C(N(CC)C(C)C)(C)C. Product: [CH3:1][N:2]1[CH:6]=[C:5]([C:7]2[S:15][C:14]3[C:13]([C:16]4[CH2:17][CH2:18][N:19]([C:24]([NH:23][C@H:26]([C:28]5[CH:33]=[CH:32][CH:31]=[C:30]([O:34][CH3:35])[CH:29]=5)[CH3:27])=[O:25])[CH2:20][CH:21]=4)=[N:12][CH:11]=[N:10][C:9]=3[CH:8]=2)[C:4]([CH3:22])=[N:3]1. The catalyst class is: 10. (4) Reactant: [Br:1][C:2]1[N:7]=[CH:6][C:5]2[C:8]([C:14]([OH:16])=O)=[CH:9][N:10]([CH:11]([CH3:13])[CH3:12])[C:4]=2[CH:3]=1.CC[N:19](C(C)C)C(C)C.CN(C(ON1N=NC2C=CC=CC1=2)=[N+](C)C)C.F[P-](F)(F)(F)(F)F.[OH-].[NH4+]. Product: [Br:1][C:2]1[N:7]=[CH:6][C:5]2[C:8]([C:14]([NH2:19])=[O:16])=[CH:9][N:10]([CH:11]([CH3:13])[CH3:12])[C:4]=2[CH:3]=1. The catalyst class is: 163. (5) Reactant: [OH:1][C@H:2]1[CH2:7][CH2:6][CH2:5][C@@H:4]([C:8]([O:10][CH3:11])=[O:9])[CH2:3]1.[Si:12](Cl)([C:25]([CH3:28])([CH3:27])[CH3:26])([C:19]1[CH:24]=[CH:23][CH:22]=[CH:21][CH:20]=1)[C:13]1[CH:18]=[CH:17][CH:16]=[CH:15][CH:14]=1.N1C=CN=C1.CN(C1C=CC=CN=1)C. Product: [Si:12]([O:1][C@H:2]1[CH2:7][CH2:6][CH2:5][C@@H:4]([C:8]([O:10][CH3:11])=[O:9])[CH2:3]1)([C:25]([CH3:28])([CH3:27])[CH3:26])([C:19]1[CH:20]=[CH:21][CH:22]=[CH:23][CH:24]=1)[C:13]1[CH:18]=[CH:17][CH:16]=[CH:15][CH:14]=1. The catalyst class is: 3. (6) Reactant: [CH:1]([C:4]1[C:8]([CH2:9][OH:10])=[CH:7][N:6]([C:11]2[CH:16]=[CH:15][C:14]([C:17]([F:20])([F:19])[F:18])=[CH:13][N:12]=2)[N:5]=1)([CH3:3])[CH3:2].O[C:22]1[CH:26]=[C:25]([C:27]([O:29][CH3:30])=[O:28])[N:24]([CH3:31])[N:23]=1.C1(P(C2C=CC=CC=2)C2C=CC=CC=2)C=CC=CC=1.N(C(OCC)=O)=NC(OCC)=O. Product: [CH:1]([C:4]1[C:8]([CH2:9][O:10][C:22]2[CH:26]=[C:25]([C:27]([O:29][CH3:30])=[O:28])[N:24]([CH3:31])[N:23]=2)=[CH:7][N:6]([C:11]2[CH:16]=[CH:15][C:14]([C:17]([F:19])([F:18])[F:20])=[CH:13][N:12]=2)[N:5]=1)([CH3:3])[CH3:2]. The catalyst class is: 359. (7) Reactant: [CH3:1][O:2][C:3]1[CH:4]=[CH:5][C:6]2[NH:12][C:11](=[O:13])[N:10]([CH:14]3[CH2:19][CH2:18][NH:17][CH2:16][CH2:15]3)[CH2:9][CH2:8][C:7]=2[CH:20]=1.Cl[C:22]1[N:27]=[CH:26][N:25]=[C:24]([C:28]([N:30]2[C:38]3[C:33](=[CH:34][CH:35]=[CH:36][CH:37]=3)[CH2:32][CH2:31]2)=[O:29])[CH:23]=1.CCN(C(C)C)C(C)C. Product: [N:30]1([C:28]([C:24]2[N:25]=[CH:26][N:27]=[C:22]([N:17]3[CH2:18][CH2:19][CH:14]([N:10]4[CH2:9][CH2:8][C:7]5[CH:20]=[C:3]([O:2][CH3:1])[CH:4]=[CH:5][C:6]=5[NH:12][C:11]4=[O:13])[CH2:15][CH2:16]3)[CH:23]=2)=[O:29])[C:38]2[C:33](=[CH:34][CH:35]=[CH:36][CH:37]=2)[CH2:32][CH2:31]1. The catalyst class is: 3. (8) Reactant: [OH:1][C:2]1[CH:7]=[C:6]([O:8][CH3:9])[CH:5]=[CH:4][C:3]=1[C:10](=[O:19])/[CH:11]=[CH:12]/[C:13]1[CH:14]=[N:15][CH:16]=[CH:17][CH:18]=1.Cl.O. Product: [CH3:9][O:8][C:6]1[CH:7]=[C:2]2[C:3]([C:10](=[O:19])[CH2:11][CH:12]([C:13]3[CH:14]=[N:15][CH:16]=[CH:17][CH:18]=3)[O:1]2)=[CH:4][CH:5]=1. The catalyst class is: 8.